This data is from Full USPTO retrosynthesis dataset with 1.9M reactions from patents (1976-2016). The task is: Predict the reactants needed to synthesize the given product. (1) Given the product [F:1][C:2]1[CH:28]=[C:27]([F:29])[CH:26]=[CH:25][C:3]=1[O:4][C:5]1[CH:10]=[CH:9][C:8]([N:11]([CH:47]2[CH2:50][O:49][CH2:48]2)[S:12]([CH3:15])(=[O:13])=[O:14])=[CH:7][C:6]=1[C:16]1[CH:21]=[C:20]([CH3:22])[C:19](=[O:23])[N:18]([CH3:24])[CH:17]=1, predict the reactants needed to synthesize it. The reactants are: [F:1][C:2]1[CH:28]=[C:27]([F:29])[CH:26]=[CH:25][C:3]=1[O:4][C:5]1[CH:10]=[CH:9][C:8]([NH:11][S:12]([CH3:15])(=[O:14])=[O:13])=[CH:7][C:6]=1[C:16]1[CH:21]=[C:20]([CH3:22])[C:19](=[O:23])[N:18]([CH3:24])[CH:17]=1.C([O-])([O-])=O.[Cs+].[Cs+].CC1C=CC(S(O[CH:47]2[CH2:50][O:49][CH2:48]2)(=O)=O)=CC=1. (2) Given the product [C:1]([O:5][CH2:6][CH2:7][CH2:8][CH2:9][CH2:10][CH:11]([CH3:13])[CH3:12])(=[O:4])[CH:2]=[CH2:3].[C:14]([OH:18])(=[O:17])[CH:15]=[CH2:16], predict the reactants needed to synthesize it. The reactants are: [C:1]([O:5][CH2:6][CH2:7][CH2:8][CH2:9][CH2:10][CH:11]([CH3:13])[CH3:12])(=[O:4])[CH:2]=[CH2:3].[C:14]([OH:18])(=[O:17])[CH:15]=[CH2:16]. (3) Given the product [Cl:20][CH2:21][CH2:22][NH:23][C:24](=[O:25])[NH:1][C:2]1[CH:6]=[C:5]([C:7]([O:9][CH3:10])=[O:8])[N:4]([CH2:11][C:12]2[CH:13]=[CH:14][C:15]([O:18][CH3:19])=[CH:16][CH:17]=2)[N:3]=1, predict the reactants needed to synthesize it. The reactants are: [NH2:1][C:2]1[CH:6]=[C:5]([C:7]([O:9][CH3:10])=[O:8])[N:4]([CH2:11][C:12]2[CH:17]=[CH:16][C:15]([O:18][CH3:19])=[CH:14][CH:13]=2)[N:3]=1.[Cl:20][CH2:21][CH2:22][N:23]=[C:24]=[O:25].C(N(CC)C(C)C)(C)C. (4) Given the product [F:1][C:2]1[CH:3]=[CH:4][C:5]([CH:8]2[CH2:13][C:12](=[O:14])[NH:11][CH2:10][CH:9]2[C:15]([O:44][C:41]2[CH:42]=[CH:43][C:37]3[O:36][CH2:35][O:39][C:38]=3[CH:40]=2)=[O:20])=[CH:6][CH:7]=1, predict the reactants needed to synthesize it. The reactants are: [F:1][C:2]1[CH:7]=[CH:6][C:5]([CH:8]2[CH2:13][C:12](=[O:14])[NH:11][CH2:10][CH:9]2[CH2:15]CC(O)=O)=[CH:4][CH:3]=1.[OH-:20].[Na+].S(Cl)(Cl)=O.S(=O)=O.N1C=CC=CC=1.[CH2:35]1[O:39][C:38]2[CH:40]=[C:41]([OH:44])[CH:42]=[CH:43][C:37]=2[O:36]1. (5) The reactants are: [CH:1]([C:4]1[CH:9]=[CH:8][CH:7]=[CH:6][N:5]=1)([CH3:3])[CH3:2].C([Li])CCC.[C:15]1(=O)[C:23]2[C:18](=[CH:19][CH:20]=[CH:21][CH:22]=2)[CH2:17][CH2:16]1.Cl. Given the product [CH2:17]1[C:18]2[C:23](=[CH:22][CH:21]=[CH:20][CH:19]=2)[C:15]([C:1]([C:4]2[CH:9]=[CH:8][CH:7]=[CH:6][N:5]=2)([CH3:3])[CH3:2])=[CH:16]1, predict the reactants needed to synthesize it. (6) Given the product [B:1]([O:2][O-:3])=[O:6].[Na+:46].[C:11]1([S:17][CH3:20])[CH:16]=[CH:15][CH:14]=[CH:13][CH:12]=1.[B-:1]1([OH:10])([OH:9])[O:6][O:5][B-:4]([OH:8])([OH:7])[O:3][O:2]1, predict the reactants needed to synthesize it. The reactants are: [B-:1]1([OH:10])([OH:9])[O:6][O:5][B-:4]([OH:8])([OH:7])[O:3][O:2]1.[C:11]1([S:17]([CH3:20])(=O)=O)[CH:16]=[CH:15][CH:14]=[CH:13][CH:12]=1.C1(SC)C=CC=CC=1.C1(S(C)=O)C=CC=CC=1.B1([O-])OO1.O.O.O.O.[Na+:46]. (7) Given the product [C:16]([OH:21])(=[O:20])[C:17]([OH:19])=[O:18].[OH:1][CH2:2][C@@H:3]1[O:8][CH2:7][CH2:6][NH:5][CH2:4]1, predict the reactants needed to synthesize it. The reactants are: [OH:1][CH2:2][CH:3]1[O:8][CH2:7][CH2:6][NH:5][CH2:4]1.O1CCCNCC1.[C:16]([OH:21])(=[O:20])[C:17]([OH:19])=[O:18]. (8) Given the product [Cl:38][C:29]1[CH:30]=[CH:31][C:32]([C:34]([F:37])([F:35])[F:36])=[CH:33][C:28]=1[C:24]1[C:23]2[N:22]([N:21]=[C:20]([NH:19][C:17]3[CH:16]=[CH:15][C:12]4[CH2:13][CH2:14][NH:8][CH2:9][CH2:10][C:11]=4[CH:18]=3)[N:39]=2)[CH:27]=[CH:26][CH:25]=1, predict the reactants needed to synthesize it. The reactants are: C(OC([N:8]1[CH2:14][CH2:13][C:12]2[CH:15]=[CH:16][C:17]([NH:19][C:20]3[N:39]=[C:23]4[C:24]([C:28]5[CH:33]=[C:32]([C:34]([F:37])([F:36])[F:35])[CH:31]=[CH:30][C:29]=5[Cl:38])=[CH:25][CH:26]=[CH:27][N:22]4[N:21]=3)=[CH:18][C:11]=2[CH2:10][CH2:9]1)=O)(C)(C)C.FC(F)(F)C(O)=O.